Dataset: NCI-60 drug combinations with 297,098 pairs across 59 cell lines. Task: Regression. Given two drug SMILES strings and cell line genomic features, predict the synergy score measuring deviation from expected non-interaction effect. (1) Drug 2: C1=CC=C(C(=C1)C(C2=CC=C(C=C2)Cl)C(Cl)Cl)Cl. Drug 1: CN(C)C1=NC(=NC(=N1)N(C)C)N(C)C. Cell line: M14. Synergy scores: CSS=-3.01, Synergy_ZIP=1.12, Synergy_Bliss=-1.57, Synergy_Loewe=-4.24, Synergy_HSA=-4.98. (2) Drug 1: CC1=C2C(C(=O)C3(C(CC4C(C3C(C(C2(C)C)(CC1OC(=O)C(C(C5=CC=CC=C5)NC(=O)C6=CC=CC=C6)O)O)OC(=O)C7=CC=CC=C7)(CO4)OC(=O)C)O)C)OC(=O)C. Drug 2: C(CC(=O)O)C(=O)CN.Cl. Cell line: HS 578T. Synergy scores: CSS=24.0, Synergy_ZIP=-6.52, Synergy_Bliss=-8.23, Synergy_Loewe=-45.2, Synergy_HSA=-7.80. (3) Cell line: PC-3. Synergy scores: CSS=9.28, Synergy_ZIP=-0.424, Synergy_Bliss=3.38, Synergy_Loewe=-2.11, Synergy_HSA=2.02. Drug 2: C1=NC2=C(N=C(N=C2N1C3C(C(C(O3)CO)O)O)F)N. Drug 1: CCCS(=O)(=O)NC1=C(C(=C(C=C1)F)C(=O)C2=CNC3=C2C=C(C=N3)C4=CC=C(C=C4)Cl)F. (4) Drug 1: C1CCC(CC1)NC(=O)N(CCCl)N=O. Drug 2: CN(C)N=NC1=C(NC=N1)C(=O)N. Cell line: SW-620. Synergy scores: CSS=2.58, Synergy_ZIP=-0.799, Synergy_Bliss=-1.45, Synergy_Loewe=-24.1, Synergy_HSA=-5.95. (5) Drug 1: C1CCN(CC1)CCOC2=CC=C(C=C2)C(=O)C3=C(SC4=C3C=CC(=C4)O)C5=CC=C(C=C5)O. Drug 2: CCC1(C2=C(COC1=O)C(=O)N3CC4=CC5=C(C=CC(=C5CN(C)C)O)N=C4C3=C2)O.Cl. Cell line: T-47D. Synergy scores: CSS=27.6, Synergy_ZIP=-1.99, Synergy_Bliss=1.69, Synergy_Loewe=2.23, Synergy_HSA=2.43. (6) Cell line: SK-OV-3. Drug 1: CC1=C(C(=CC=C1)Cl)NC(=O)C2=CN=C(S2)NC3=CC(=NC(=N3)C)N4CCN(CC4)CCO. Synergy scores: CSS=14.9, Synergy_ZIP=-3.63, Synergy_Bliss=1.08, Synergy_Loewe=-2.41, Synergy_HSA=1.94. Drug 2: C1=CC=C(C(=C1)C(C2=CC=C(C=C2)Cl)C(Cl)Cl)Cl.